From a dataset of Forward reaction prediction with 1.9M reactions from USPTO patents (1976-2016). Predict the product of the given reaction. (1) Given the reactants [CH2:1]([C:5]1[CH:10]=[CH:9][C:8]([C:11]#[C:12][C:13]2[CH:38]=[CH:37][C:16]([CH2:17][N:18]([CH2:31][CH2:32][CH2:33][CH2:34][CH2:35][CH3:36])[C:19]([C:21]3[CH:22]=[CH:23][C:24]([OH:30])=[C:25]([CH:29]=3)[C:26]([OH:28])=[O:27])=[O:20])=[CH:15][CH:14]=2)=[CH:7][CH:6]=1)[CH2:2][CH2:3][CH3:4].[CH3:39][NH:40][CH2:41][C@@H:42]([C@H:44]([C@@H:46]([C@@H:48]([CH2:50][OH:51])[OH:49])[OH:47])[OH:45])[OH:43], predict the reaction product. The product is: [CH3:39][NH:40][CH2:41][C@@H:42]([C@H:44]([C@@H:46]([C@@H:48]([CH2:50][OH:51])[OH:49])[OH:47])[OH:45])[OH:43].[CH2:1]([C:5]1[CH:10]=[CH:9][C:8]([C:11]#[C:12][C:13]2[CH:38]=[CH:37][C:16]([CH2:17][N:18]([CH2:31][CH2:32][CH2:33][CH2:34][CH2:35][CH3:36])[C:19]([C:21]3[CH:22]=[CH:23][C:24]([OH:30])=[C:25]([CH:29]=3)[C:26]([OH:28])=[O:27])=[O:20])=[CH:15][CH:14]=2)=[CH:7][CH:6]=1)[CH2:2][CH2:3][CH3:4]. (2) Given the reactants [CH3:1][N:2]1[C:6](B(O)O)=[CH:5][C:4]([C:10]([F:13])([F:12])[F:11])=[N:3]1.[CH3:14][N:15]([C:26]1[CH:31]=[CH:30][C:29]([NH:32][C:33]([NH:35][C:36]2[CH:41]=[CH:40][CH:39]=[CH:38][CH:37]=2)=[O:34])=[CH:28][CH:27]=1)[S:16]([C:19]1[CH:24]=[CH:23][CH:22]=[C:21](Br)[CH:20]=1)(=[O:18])=[O:17].C([O-])([O-])=O.[Na+].[Na+], predict the reaction product. The product is: [CH3:14][N:15]([C:26]1[CH:31]=[CH:30][C:29]([NH:32][C:33]([NH:35][C:36]2[CH:41]=[CH:40][CH:39]=[CH:38][CH:37]=2)=[O:34])=[CH:28][CH:27]=1)[S:16]([C:19]1[CH:20]=[CH:21][CH:22]=[C:23]([C:6]2[N:2]([CH3:1])[N:3]=[C:4]([C:10]([F:13])([F:12])[F:11])[CH:5]=2)[CH:24]=1)(=[O:17])=[O:18]. (3) Given the reactants C(OC(=O)[N:7]([CH2:37][C:38]1[CH:43]=[CH:42][CH:41]=[C:40]([C:44]([CH3:47])([CH3:46])[CH3:45])[CH:39]=1)[C@@H:8]1[C@@H:13]([OH:14])[C@H:12]([CH2:15][C:16]2[CH:21]=[CH:20][C:19]([NH:22][C:23]3[CH:27]=[C:26]([C:28]4[CH:33]=[CH:32][C:31]([F:34])=[CH:30][CH:29]=4)[O:25][N:24]=3)=[CH:18][CH:17]=2)[CH2:11][S:10](=[O:36])(=[O:35])[CH2:9]1)(C)(C)C.[ClH:49], predict the reaction product. The product is: [ClH:49].[C:44]([C:40]1[CH:39]=[C:38]([CH:43]=[CH:42][CH:41]=1)[CH2:37][NH:7][C@@H:8]1[C@@H:13]([OH:14])[C@H:12]([CH2:15][C:16]2[CH:17]=[CH:18][C:19]([NH:22][C:23]3[CH:27]=[C:26]([C:28]4[CH:29]=[CH:30][C:31]([F:34])=[CH:32][CH:33]=4)[O:25][N:24]=3)=[CH:20][CH:21]=2)[CH2:11][S:10](=[O:36])(=[O:35])[CH2:9]1)([CH3:47])([CH3:45])[CH3:46]. (4) Given the reactants [Cl:1][C:2]1[CH:3]=[C:4]2[N:22](COCC[Si](C)(C)C)[C:21]([O:31][C@H:32]3[C@H:36]4[O:37][CH2:38][CH:39]([CH2:40][C:41]([CH3:44])([OH:43])[CH3:42])[C@H:35]4[O:34][CH2:33]3)=[N:20][C:5]2=[N:6][C:7]=1[C:8]1[CH:13]=[CH:12][C:11]([C:14]2[CH:19]=[CH:18][CH:17]=[CH:16][CH:15]=2)=[CH:10][CH:9]=1, predict the reaction product. The product is: [Cl:1][C:2]1[CH:3]=[C:4]2[NH:22][C:21]([O:31][C@H:32]3[C@H:36]4[O:37][CH2:38][CH:39]([CH2:40][C:41]([CH3:44])([OH:43])[CH3:42])[C@H:35]4[O:34][CH2:33]3)=[N:20][C:5]2=[N:6][C:7]=1[C:8]1[CH:13]=[CH:12][C:11]([C:14]2[CH:15]=[CH:16][CH:17]=[CH:18][CH:19]=2)=[CH:10][CH:9]=1. (5) Given the reactants [Cl:1][C:2]1[C:7]([F:8])=[C:6](Cl)[N:5]=[CH:4][N:3]=1.[OH-].[NH4+:11], predict the reaction product. The product is: [Cl:1][C:2]1[N:3]=[CH:4][N:5]=[C:6]([NH2:11])[C:7]=1[F:8].